Dataset: NCI-60 drug combinations with 297,098 pairs across 59 cell lines. Task: Regression. Given two drug SMILES strings and cell line genomic features, predict the synergy score measuring deviation from expected non-interaction effect. (1) Drug 1: CC1C(C(CC(O1)OC2CC(OC(C2O)C)OC3=CC4=CC5=C(C(=O)C(C(C5)C(C(=O)C(C(C)O)O)OC)OC6CC(C(C(O6)C)O)OC7CC(C(C(O7)C)O)OC8CC(C(C(O8)C)O)(C)O)C(=C4C(=C3C)O)O)O)O. Drug 2: C1=CC=C(C(=C1)C(C2=CC=C(C=C2)Cl)C(Cl)Cl)Cl. Cell line: MDA-MB-231. Synergy scores: CSS=21.9, Synergy_ZIP=2.73, Synergy_Bliss=1.65, Synergy_Loewe=-44.6, Synergy_HSA=-2.43. (2) Drug 1: CC1=C(C=C(C=C1)NC2=NC=CC(=N2)N(C)C3=CC4=NN(C(=C4C=C3)C)C)S(=O)(=O)N.Cl. Drug 2: CN(C)N=NC1=C(NC=N1)C(=O)N. Cell line: U251. Synergy scores: CSS=15.2, Synergy_ZIP=-2.74, Synergy_Bliss=0.945, Synergy_Loewe=2.68, Synergy_HSA=3.43. (3) Drug 1: C(CN)CNCCSP(=O)(O)O. Drug 2: CC12CCC3C(C1CCC2OP(=O)(O)O)CCC4=C3C=CC(=C4)OC(=O)N(CCCl)CCCl.[Na+]. Cell line: U251. Synergy scores: CSS=-0.569, Synergy_ZIP=5.08, Synergy_Bliss=4.12, Synergy_Loewe=-19.5, Synergy_HSA=-13.1. (4) Drug 1: CC(C1=C(C=CC(=C1Cl)F)Cl)OC2=C(N=CC(=C2)C3=CN(N=C3)C4CCNCC4)N. Drug 2: C(=O)(N)NO. Cell line: NCIH23. Synergy scores: CSS=8.00, Synergy_ZIP=-5.16, Synergy_Bliss=0.364, Synergy_Loewe=-4.20, Synergy_HSA=0.819.